This data is from Full USPTO retrosynthesis dataset with 1.9M reactions from patents (1976-2016). The task is: Predict the reactants needed to synthesize the given product. (1) Given the product [F:27][C:2]([F:1])([F:26])[C:3]1[CH:4]=[CH:5][C:6]([O:9][C:10]2[CH:11]=[CH:12][C:13]([O:16][C:17]([N:19]3[CH2:20][CH2:21][CH:22]([O:25][C:39]4[CH:38]=[CH:37][C:36]([CH2:35][C:32]5[CH:31]=[CH:30][C:29]([CH3:28])=[CH:34][N:33]=5)=[CH:41][CH:40]=4)[CH2:23][CH2:24]3)=[O:18])=[CH:14][CH:15]=2)=[N:7][CH:8]=1, predict the reactants needed to synthesize it. The reactants are: [F:1][C:2]([F:27])([F:26])[C:3]1[CH:4]=[CH:5][C:6]([O:9][C:10]2[CH:15]=[CH:14][C:13]([O:16][C:17]([N:19]3[CH2:24][CH2:23][CH:22]([OH:25])[CH2:21][CH2:20]3)=[O:18])=[CH:12][CH:11]=2)=[N:7][CH:8]=1.[CH3:28][C:29]1[CH:30]=[CH:31][C:32]([CH2:35][C:36]2[CH:41]=[CH:40][C:39](O)=[CH:38][CH:37]=2)=[N:33][CH:34]=1.C(OCC)(=O)C.Cl. (2) Given the product [C:49]([N:24]1[CH2:25][CH2:26][C@H:21]([O:20][C:17]2[CH:18]=[C:19]3[C:14](=[CH:15][C:16]=2[O:30][CH3:31])[N:13]=[CH:12][N:11]=[C:10]3[NH:9][C:4]2[CH:5]=[CH:6][C:7]([F:8])=[C:2]([Cl:1])[C:3]=2[F:32])[CH2:22][C@H:23]1[C:27]([NH2:29])=[O:28])(=[O:52])[CH:48]=[CH2:47], predict the reactants needed to synthesize it. The reactants are: [Cl:1][C:2]1[C:3]([F:32])=[C:4]([NH:9][C:10]2[C:19]3[C:14](=[CH:15][C:16]([O:30][CH3:31])=[C:17]([O:20][C@H:21]4[CH2:26][CH2:25][NH:24][C@H:23]([C:27]([NH2:29])=[O:28])[CH2:22]4)[CH:18]=3)[N:13]=[CH:12][N:11]=2)[CH:5]=[CH:6][C:7]=1[F:8].ClC1C(F)=C(NC2C3C(=[CH:47][C:48](OC)=[C:49]([O:52][C@H]4CCNC4)C=3)N=CN=2)C=CC=1F.